This data is from Forward reaction prediction with 1.9M reactions from USPTO patents (1976-2016). The task is: Predict the product of the given reaction. (1) Given the reactants NC1N=C(NC2CCN(C(=O)C3C=CC(I)=CC=3)CC2)SC=1C(C1C(F)=CC=CC=1F)=O.[NH2:33][C:34]1[N:35]=[C:36]([NH:49][CH:50]2[CH2:55][CH2:54][NH:53][CH2:52][CH2:51]2)[S:37][C:38]=1[C:39]([C:41]1[C:46]([F:47])=[CH:45][CH:44]=[CH:43][C:42]=1[F:48])=[O:40].[Cl:56][C:57]1[C:61]([S:62]([CH:65]([CH3:67])[CH3:66])(=[O:64])=[O:63])=[CH:60][S:59][C:58]=1[C:68](Cl)=[O:69], predict the reaction product. The product is: [NH2:33][C:34]1[N:35]=[C:36]([NH:49][CH:50]2[CH2:55][CH2:54][N:53]([C:68]([C:58]3[S:59][CH:60]=[C:61]([S:62]([CH:65]([CH3:67])[CH3:66])(=[O:64])=[O:63])[C:57]=3[Cl:56])=[O:69])[CH2:52][CH2:51]2)[S:37][C:38]=1[C:39]([C:41]1[C:46]([F:47])=[CH:45][CH:44]=[CH:43][C:42]=1[F:48])=[O:40]. (2) Given the reactants [CH3:1][C:2]1[CH:3]=[C:4]([CH:14]=[CH:15][CH:16]=1)[O:5][C:6]1[CH:7]=[C:8]([CH:11]=[CH:12][CH:13]=1)[CH2:9][NH2:10].[NH2:17][C:18]1[N:26]=[C:25]([CH3:27])[CH:24]=[CH:23][C:19]=1[C:20](O)=[O:21].ON1C2C=CC=CC=2N=N1.CCN=C=NCCCN(C)C, predict the reaction product. The product is: [CH3:1][C:2]1[CH:3]=[C:4]([CH:14]=[CH:15][CH:16]=1)[O:5][C:6]1[CH:7]=[C:8]([CH2:9][NH:10][C:20](=[O:21])[C:19]2[CH:23]=[CH:24][C:25]([CH3:27])=[N:26][C:18]=2[NH2:17])[CH:11]=[CH:12][CH:13]=1. (3) Given the reactants [CH3:1][C:2]([C:19]1[N:23]([CH3:24])[C:22]([C:25]2[CH:30]=[CH:29][CH:28]=[CH:27][C:26]=2[C:31]([F:34])([F:33])[F:32])=[N:21][N:20]=1)([O:4][C:5]1[CH:10]=[CH:9][C:8]([C:11]2[O:15][N:14]=[C:13](C(O)=O)[N:12]=2)=[CH:7][CH:6]=1)[CH3:3].O, predict the reaction product. The product is: [CH3:3][C:2]([C:19]1[N:23]([CH3:24])[C:22]([C:25]2[CH:30]=[CH:29][CH:28]=[CH:27][C:26]=2[C:31]([F:33])([F:34])[F:32])=[N:21][N:20]=1)([O:4][C:5]1[CH:10]=[CH:9][C:8]([C:11]2[O:15][N:14]=[CH:13][N:12]=2)=[CH:7][CH:6]=1)[CH3:1].